Predict the reaction yield, written as a fraction of the theoretical maximum amount of product (1.0 means a 100% yield; for example, 0.34 means a 34% yield). From a dataset of Reaction yield outcomes from USPTO patents with 853,638 reactions. (1) The reactants are [CH:1]1[CH:6]=[CH:5][CH:4]=[CH:3][CH:2]=1.I[C:8]([F:24])([F:23])[C:9]([F:22])([F:21])[O:10][C:11]([F:20])([F:19])[C:12]([F:18])([F:17])[S:13]([F:16])(=[O:15])=[O:14].C(OOC(=O)C1C=CC=CC=1)(=O)C1C=CC=CC=1.C(O)(=O)C. The catalyst is O.C([O-])(=O)C.[Cu+2].C([O-])(=O)C. The product is [C:1]1([C:8]([C:9]([O:10][C:11]([C:12]([S:13]([F:16])(=[O:14])=[O:15])([F:17])[F:18])([F:19])[F:20])([F:22])[F:21])([F:24])[F:23])[CH:6]=[CH:5][CH:4]=[CH:3][CH:2]=1. The yield is 0.280. (2) The reactants are [I:1][C:2]1[CH:9]=[CH:8][CH:7]=[CH:6][C:3]=1[CH2:4][OH:5]. The catalyst is ClCCl.[O-2].[Mn+2]. The product is [I:1][C:2]1[CH:9]=[CH:8][CH:7]=[CH:6][C:3]=1[CH:4]=[O:5]. The yield is 0.910. (3) The reactants are [Cl:1][C:2]1[N:7]=[C:6]([NH:8][CH2:9][CH3:10])[C:5]([N+:11]([O-])=O)=[CH:4][CH:3]=1.[Cl-].[NH4+]. The catalyst is C(O)C.O.CCOC(C)=O.[Fe]. The product is [Cl:1][C:2]1[N:7]=[C:6]([NH:8][CH2:9][CH3:10])[C:5]([NH2:11])=[CH:4][CH:3]=1. The yield is 1.00.